From a dataset of Peptide-MHC class I binding affinity with 185,985 pairs from IEDB/IMGT. Regression. Given a peptide amino acid sequence and an MHC pseudo amino acid sequence, predict their binding affinity value. This is MHC class I binding data. (1) The peptide sequence is KLGKAGYVV. The MHC is HLA-A02:12 with pseudo-sequence HLA-A02:12. The binding affinity (normalized) is 0.706. (2) The peptide sequence is SRLVNQIIEEM. The MHC is Mamu-B08 with pseudo-sequence Mamu-B08. The binding affinity (normalized) is 0.156. (3) The peptide sequence is YLSDSAINI. The MHC is HLA-A02:01 with pseudo-sequence HLA-A02:01. The binding affinity (normalized) is 0.936. (4) The peptide sequence is GLYPLAIPV. The MHC is HLA-A02:03 with pseudo-sequence HLA-A02:03. The binding affinity (normalized) is 1.00. (5) The peptide sequence is VSLLRSTSQK. The MHC is HLA-A33:01 with pseudo-sequence HLA-A33:01. The binding affinity (normalized) is 0.275. (6) The MHC is HLA-B46:01 with pseudo-sequence HLA-B46:01. The peptide sequence is TQSPVSVGF. The binding affinity (normalized) is 0.0847. (7) The peptide sequence is MALWMRLLP. The MHC is HLA-A02:01 with pseudo-sequence HLA-A02:01. The binding affinity (normalized) is 0.0296.